This data is from Forward reaction prediction with 1.9M reactions from USPTO patents (1976-2016). The task is: Predict the product of the given reaction. (1) Given the reactants [O:1]1[CH2:6][CH2:5][N:4]([C:7]2[C:8]3[N:9]([CH:13]=[C:14]([CH2:16][OH:17])[N:15]=3)[CH:10]=[CH:11][N:12]=2)[CH2:3][CH2:2]1.C1OCCOCCOCCOCCOCCOC1.CC(C)([O-])C.[K+].Cl[C:43]1[N:52]=[CH:51][C:50]2[C:45](=[CH:46][CH:47]=[CH:48][CH:49]=2)[N:44]=1, predict the reaction product. The product is: [N:44]1[C:45]2[C:50](=[CH:49][CH:48]=[CH:47][CH:46]=2)[CH:51]=[N:52][C:43]=1[O:17][CH2:16][C:14]1[N:15]=[C:8]2[C:7]([N:4]3[CH2:3][CH2:2][O:1][CH2:6][CH2:5]3)=[N:12][CH:11]=[CH:10][N:9]2[CH:13]=1. (2) Given the reactants O=S1(=O)CCN(CC[NH:10][C@:11]23[CH2:45][CH2:44][C@@H:43]([C:46]4([CH3:49])[CH2:48][CH2:47]4)[C@@H:12]2[C@@H:13]2[C@@:26]([CH3:29])([CH2:27][CH2:28]3)[C@@:25]3([CH3:30])[C@@H:16]([C@:17]4([CH3:42])[C@@H:22]([CH2:23][CH2:24]3)[C:21]([CH3:32])([CH3:31])[C:20]([C:33]3[CH:41]=[CH:40][C:36]([C:37]([OH:39])=[O:38])=[CH:35][CH:34]=3)=[CH:19][CH2:18]4)[CH2:15][CH2:14]2)CC1.Cl[CH2:52][CH2:53][N:54]1[CH2:59][CH2:58][CH:57]([S:60]([CH3:63])(=[O:62])=[O:61])[CH2:56][CH2:55]1, predict the reaction product. The product is: [CH3:29][C@:26]12[C@@:25]3([CH3:30])[C@@H:16]([C@:17]4([CH3:42])[C@@H:22]([CH2:23][CH2:24]3)[C:21]([CH3:31])([CH3:32])[C:20]([C:33]3[CH:41]=[CH:40][C:36]([C:37]([OH:39])=[O:38])=[CH:35][CH:34]=3)=[CH:19][CH2:18]4)[CH2:15][CH2:14][C@@H:13]1[C@H:12]1[C@H:43]([C:46]3([CH3:49])[CH2:48][CH2:47]3)[CH2:44][CH2:45][C@:11]1([NH:10][CH2:52][CH2:53][N:54]1[CH2:59][CH2:58][CH:57]([S:60]([CH3:63])(=[O:62])=[O:61])[CH2:56][CH2:55]1)[CH2:28][CH2:27]2. (3) The product is: [CH2:41]([O:40][C:38](=[O:39])[CH2:37][C@H:33]1[C:34]2[C:30](=[CH:29][C:28]([O:27][CH2:26][CH2:25][CH2:24][N:23]([C:21]3[C:20]([CH3:44])=[CH:19][N:18]=[C:17]([O:15][C:11]4[CH:12]=[CH:13][CH:14]=[C:9]([O:8][CH3:7])[CH:10]=4)[N:22]=3)[CH3:43])=[CH:36][CH:35]=2)[CH2:31][CH2:32]1)[CH3:42]. Given the reactants C([O-])([O-])=O.[K+].[K+].[CH3:7][O:8][C:9]1[CH:10]=[C:11]([OH:15])[CH:12]=[CH:13][CH:14]=1.Cl[C:17]1[N:22]=[C:21]([N:23]([CH3:43])[CH2:24][CH2:25][CH2:26][O:27][C:28]2[CH:29]=[C:30]3[C:34](=[CH:35][CH:36]=2)[C@H:33]([CH2:37][C:38]([O:40][CH2:41][CH3:42])=[O:39])[CH2:32][CH2:31]3)[C:20]([CH3:44])=[CH:19][N:18]=1, predict the reaction product.